Task: Predict the reaction yield, written as a fraction of the theoretical maximum amount of product (1.0 means a 100% yield; for example, 0.34 means a 34% yield).. Dataset: Reaction yield outcomes from USPTO patents with 853,638 reactions (1) The reactants are [F:1][C:2]([F:8])([F:7])[S:3]([OH:6])(=[O:5])=[O:4].C([O-])(O)=O.[Na+:13].CO. The product is [O-:6][S:3]([C:2]([F:8])([F:7])[F:1])(=[O:5])=[O:4].[Na+:13]. The yield is 0.660. The catalyst is C(Cl)Cl. (2) The reactants are [Cl:1][C:2]1[CH:3]=[CH:4][C:5]([O:11][CH2:12][C:13]([N:15]2[CH2:20][C@H:19]([CH3:21])[N:18]([CH2:22][C:23]3[CH:28]=[CH:27][C:26]([F:29])=[CH:25][CH:24]=3)[CH2:17][C@H:16]2[CH3:30])=[O:14])=[C:6]([CH:10]=1)[C:7]([OH:9])=O.Cl.CN(C)CCCN=C=NCC.[N:43]1([C:49]([O:51][C:52]([CH3:55])([CH3:54])[CH3:53])=[O:50])[CH2:48][CH2:47][NH:46][CH2:45][CH2:44]1. The product is [C:52]([O:51][C:49]([N:43]1[CH2:48][CH2:47][N:46]([C:7](=[O:9])[C:6]2[CH:10]=[C:2]([Cl:1])[CH:3]=[CH:4][C:5]=2[O:11][CH2:12][C:13]([N:15]2[CH2:20][C@H:19]([CH3:21])[N:18]([CH2:22][C:23]3[CH:24]=[CH:25][C:26]([F:29])=[CH:27][CH:28]=3)[CH2:17][C@H:16]2[CH3:30])=[O:14])[CH2:45][CH2:44]1)=[O:50])([CH3:55])([CH3:53])[CH3:54]. The yield is 0.850. The catalyst is ClCCl.CN(C)C1C=CN=CC=1. (3) The reactants are Br[C:2]1[CH:3]=[C:4]([OH:9])[CH:5]=[C:6]([Cl:8])[CH:7]=1.[CH3:10][C:11]1([CH3:27])[C:15]([CH3:17])([CH3:16])[O:14][B:13]([B:13]2[O:14][C:15]([CH3:17])([CH3:16])[C:11]([CH3:27])([CH3:10])[O:12]2)[O:12]1.C([O-])(=O)C.[K+].COCCOC. The catalyst is [Cl-].[Na+].O.O. The product is [Cl:8][C:6]1[CH:5]=[C:4]([OH:9])[CH:3]=[C:2]([B:13]2[O:14][C:15]([CH3:17])([CH3:16])[C:11]([CH3:27])([CH3:10])[O:12]2)[CH:7]=1. The yield is 0.280.